From a dataset of Full USPTO retrosynthesis dataset with 1.9M reactions from patents (1976-2016). Predict the reactants needed to synthesize the given product. (1) Given the product [CH3:1][N:2]1[C:3](=[O:15])[CH:4]=[CH:5][C:6]([CH:8]2[CH2:13][CH2:12][CH:11]([N:16]3[CH2:19][CH:18]([NH:20][C:21]([CH2:23][NH:24][C:25](=[O:36])[C:26]4[CH:31]=[CH:30][CH:29]=[C:28]([C:32]([F:35])([F:33])[F:34])[CH:27]=4)=[O:22])[CH2:17]3)[CH2:10][CH2:9]2)=[CH:7]1, predict the reactants needed to synthesize it. The reactants are: [CH3:1][N:2]1[CH:7]=[C:6]([CH:8]2[CH2:13][CH2:12][C:11](=O)[CH2:10][CH2:9]2)[CH:5]=[CH:4][C:3]1=[O:15].[NH:16]1[CH2:19][CH:18]([NH:20][C:21]([CH2:23][NH:24][C:25](=[O:36])[C:26]2[CH:31]=[CH:30][CH:29]=[C:28]([C:32]([F:35])([F:34])[F:33])[CH:27]=2)=[O:22])[CH2:17]1. (2) Given the product [Cl:17][C:12]1[C:11]2[C:6](=[CH:7][CH:8]=[CH:9][CH:10]=2)[N:5]2[CH:1]=[N:2][N:3]=[C:4]2[N:13]=1, predict the reactants needed to synthesize it. The reactants are: [CH:1]1[N:5]2[C:6]3[C:11]([C:12](=O)[NH:13][C:4]2=[N:3][N:2]=1)=[CH:10][CH:9]=[CH:8][CH:7]=3.P(Cl)(Cl)([Cl:17])=O. (3) Given the product [Cl:16][C:17]1[N:18]=[N:19][C:20]([O:23][CH3:24])=[C:21]([CH:25]([OH:28])[CH2:26][CH3:27])[CH:22]=1, predict the reactants needed to synthesize it. The reactants are: C([Li])CCC.CC1(C)CCCC(C)(C)N1.[Cl:16][C:17]1[N:18]=[N:19][C:20]([O:23][CH3:24])=[CH:21][CH:22]=1.[CH:25](=[O:28])[CH2:26][CH3:27].Cl.C(=O)(O)[O-].[Na+]. (4) Given the product [CH3:20][S:17]([C:14]1[CH:15]=[C:16]2[C:11]([CH:10]=[C:9]([CH3:21])[NH:8]2)=[CH:12][CH:13]=1)(=[O:19])=[O:18], predict the reactants needed to synthesize it. The reactants are: C(OC([N:8]1[C:16]2[C:11](=[CH:12][CH:13]=[C:14]([S:17]([CH3:20])(=[O:19])=[O:18])[CH:15]=2)[CH:10]=[C:9]1[CH3:21])=O)(C)(C)C.C(O)(C(F)(F)F)=O. (5) Given the product [Br:1][C:2]1[CH:3]=[C:4]2[C:9](=[CH:10][CH:11]=1)[N:8]=[C:7]([Cl:24])[CH:6]=[C:5]2[NH:13][C:14]1[CH:19]=[CH:18][C:17]([Cl:20])=[C:16]([Cl:21])[CH:15]=1, predict the reactants needed to synthesize it. The reactants are: [Br:1][C:2]1[CH:3]=[C:4]2[C:9](=[CH:10][CH:11]=1)[N:8]=[C:7](O)[CH:6]=[C:5]2[NH:13][C:14]1[CH:19]=[CH:18][C:17]([Cl:20])=[C:16]([Cl:21])[CH:15]=1.O=P(Cl)(Cl)[Cl:24].